Dataset: Forward reaction prediction with 1.9M reactions from USPTO patents (1976-2016). Task: Predict the product of the given reaction. (1) Given the reactants C1(CC(OC)=O)CC1.[Li+].CC([N-][CH:14]([CH3:16])[CH3:15])C.C[Si](C)(C)Cl.C1C(=O)N([Br:29])C(=O)C1.[C:30]([O:33][CH2:34][CH3:35])(=[O:32])[CH3:31], predict the reaction product. The product is: [Br:29][CH:31]([CH:14]1[CH2:16][CH2:15]1)[C:30]([O:33][CH2:34][CH3:35])=[O:32]. (2) Given the reactants [C:1]([OH:7])([C:3](F)(F)F)=[O:2].[F:8][C:9]1[CH:14]=[CH:13][CH:12]=[C:11]([I:15])[C:10]=1[C:16]1[C:20]([C:21]([OH:23])=O)=[C:19]([CH3:24])[O:18][N:17]=1.CC[N:27]([CH2:30][CH3:31])CC, predict the reaction product. The product is: [CH3:24][C:19]1[O:18][N:17]=[C:16]([C:10]2[C:9]([F:8])=[CH:14][CH:13]=[CH:12][C:11]=2[I:15])[C:20]=1[C:21]([NH:27][C@H:30]1[CH2:31][CH2:24][CH2:19][C@@H:20]([CH2:3][C:1]([O:7][CH2:16][C:10]2[CH:11]=[CH:12][CH:13]=[CH:14][CH:9]=2)=[O:2])[CH2:21]1)=[O:23]. (3) Given the reactants [F:1][C:2]([F:16])([F:15])[C:3]1[CH:4]=[CH:5][CH:6]=[C:7]2[C:11]=1[NH:10][C:9]([C:12]([OH:14])=[O:13])=[CH:8]2.[Cl:17]N1C(=O)CCC1=O, predict the reaction product. The product is: [Cl:17][C:8]1[C:7]2[C:11](=[C:3]([C:2]([F:15])([F:1])[F:16])[CH:4]=[CH:5][CH:6]=2)[NH:10][C:9]=1[C:12]([OH:14])=[O:13]. (4) Given the reactants [CH2:1]([O:3][C:4](=[O:26])[N:5]([CH2:17][C:18]1[CH:23]=[CH:22][CH:21]=[C:20]([C:24]#[N:25])[CH:19]=1)[C:6]1[CH:11]=[C:10]([Br:12])[N:9]=[C:8](Br)[C:7]=1[N+:14]([O-:16])=[O:15])[CH3:2].[NH3:27], predict the reaction product. The product is: [CH2:1]([O:3][C:4](=[O:26])[N:5]([C:6]1[CH:11]=[C:10]([Br:12])[N:9]=[C:8]([NH2:27])[C:7]=1[N+:14]([O-:16])=[O:15])[CH2:17][C:18]1[CH:23]=[CH:22][CH:21]=[C:20]([C:24]#[N:25])[CH:19]=1)[CH3:2]. (5) Given the reactants Cl.ClC1C(OCC2CCNCC2)=CC(F)=C(C=1)C(OC(C)(C)C)=O.Cl.[CH:26]1([C:29]2[C:30]([O:40][CH2:41][CH:42]3[CH2:47][CH2:46][NH:45][CH2:44][CH2:43]3)=[CH:31][C:32]([F:39])=[C:33]([CH:38]=2)[C:34]([O:36][CH3:37])=[O:35])[CH2:28][CH2:27]1.CC1C=CC(S(O[C@@H](C2C=C(Cl)C=C(Cl)C=2)C)(=O)=O)=CC=1.Cl[CH2:70][C:71]1[O:75][N:74]=[C:73]([C:76]2[CH:81]=[CH:80][CH:79]=[CH:78][C:77]=2[Cl:82])[N:72]=1, predict the reaction product. The product is: [Cl:82][C:77]1[CH:78]=[CH:79][CH:80]=[CH:81][C:76]=1[C:73]1[N:72]=[C:71]([CH2:70][N:45]2[CH2:44][CH2:43][CH:42]([CH2:41][O:40][C:30]3[C:29]([CH:26]4[CH2:28][CH2:27]4)=[CH:38][C:33]([C:34]([O:36][CH3:37])=[O:35])=[C:32]([F:39])[CH:31]=3)[CH2:47][CH2:46]2)[O:75][N:74]=1. (6) Given the reactants C([O:8][C:9]1[CH:17]=[C:16]2[C:12]([CH:13]=[CH:14][N:15]2[C:18]2[N:22]([CH3:23])[N:21]=[C:20]([CH3:24])[C:19]=2/[CH:25]=[CH:26]/[C:27]([NH:29][S:30]([CH2:33][CH2:34][CH2:35][CH2:36][CH3:37])(=[O:32])=[O:31])=[O:28])=[CH:11][CH:10]=1)C1C=CC=CC=1.B(Br)(Br)Br, predict the reaction product. The product is: [OH:8][C:9]1[CH:17]=[C:16]2[C:12]([CH:13]=[CH:14][N:15]2[C:18]2[N:22]([CH3:23])[N:21]=[C:20]([CH3:24])[C:19]=2/[CH:25]=[CH:26]/[C:27]([NH:29][S:30]([CH2:33][CH2:34][CH2:35][CH2:36][CH3:37])(=[O:32])=[O:31])=[O:28])=[CH:11][CH:10]=1. (7) The product is: [CH2:30]([N:13]([C:14]1[N:15]([C:23]2[CH:24]=[CH:25][C:26]([Cl:29])=[CH:27][CH:28]=2)[N:16]=[C:17]2[C:22]=1[CH:21]=[CH:20][CH:19]=[CH:18]2)[C:11](=[O:12])[NH:10][C:7]1[CH:8]=[CH:9][C:4]([C:3]([OH:38])=[O:2])=[CH:5][C:6]=1[Cl:37])[C:31]1[CH:32]=[CH:33][CH:34]=[CH:35][CH:36]=1. Given the reactants C[O:2][C:3](=[O:38])[C:4]1[CH:9]=[CH:8][C:7]([NH:10][C:11]([N:13]([CH2:30][C:31]2[CH:36]=[CH:35][CH:34]=[CH:33][CH:32]=2)[C:14]2[N:15]([C:23]3[CH:28]=[CH:27][C:26]([Cl:29])=[CH:25][CH:24]=3)[N:16]=[C:17]3[C:22]=2[CH:21]=[CH:20][CH:19]=[CH:18]3)=[O:12])=[C:6]([Cl:37])[CH:5]=1.[OH-].[Li+], predict the reaction product. (8) Given the reactants [Cl:1][C:2]1[N:3]=[C:4]([C:9]([NH:11][C@H:12]2[CH2:17][CH2:16][N:15]([C:18]3[S:19][C:20]([C:25]([O:27][CH2:28][CH3:29])=[O:26])=[C:21]([CH:23]=[O:24])[N:22]=3)[CH2:14][C@H:13]2[O:30][CH3:31])=[O:10])[NH:5][C:6]=1[CH2:7][CH3:8].Cl([O-])=[O:33].[Na+].P([O-])(O)(O)=O.[Na+].CC(=CC)C, predict the reaction product. The product is: [Cl:1][C:2]1[N:3]=[C:4]([C:9]([NH:11][C@H:12]2[CH2:17][CH2:16][N:15]([C:18]3[S:19][C:20]([C:25]([O:27][CH2:28][CH3:29])=[O:26])=[C:21]([C:23]([OH:33])=[O:24])[N:22]=3)[CH2:14][C@H:13]2[O:30][CH3:31])=[O:10])[NH:5][C:6]=1[CH2:7][CH3:8]. (9) Given the reactants [C:1]([O:8][CH2:9][CH3:10])(=[O:7])[C:2]#[C:3][CH2:4][CH2:5][CH3:6].[I-:11].[Na+].C(OC)(C)(C)C.S([O-])([O-])(=O)=S.[Na+].[Na+], predict the reaction product. The product is: [I:11]/[C:3](/[CH2:4][CH2:5][CH3:6])=[CH:2]\[C:1]([O:8][CH2:9][CH3:10])=[O:7]. (10) Given the reactants [S:1]1[CH:5]=[CH:4][N:3]=[C:2]1[C:6]1[CH:13]=[CH:12][CH:11]=[CH:10][C:7]=1[CH:8]=O.[NH2:14][C:15]1[N:20]=[CH:19][C:18]([C:21]2[CH:22]=[C:23]([NH2:32])[C:24]([NH:27][C:28]([CH3:31])([CH3:30])[CH3:29])=[CH:25][CH:26]=2)=[CH:17][N:16]=1.O.C([O-])(O)=O.[Na+], predict the reaction product. The product is: [C:28]([N:27]1[C:24]2[CH:25]=[CH:26][C:21]([C:18]3[CH:17]=[N:16][C:15]([NH2:14])=[N:20][CH:19]=3)=[CH:22][C:23]=2[N:32]=[C:8]1[C:7]1[CH:10]=[CH:11][CH:12]=[CH:13][C:6]=1[C:2]1[S:1][CH:5]=[CH:4][N:3]=1)([CH3:31])([CH3:29])[CH3:30].